Task: Predict the product of the given reaction.. Dataset: Forward reaction prediction with 1.9M reactions from USPTO patents (1976-2016) (1) The product is: [NH2:8][C:6]1[CH:7]=[C:2]2[C:3]([CH2:9][CH2:10][C:11](=[O:13])[NH:1]2)=[CH:4][CH:5]=1. Given the reactants [NH2:1][C:2]1[CH:7]=[C:6]([NH2:8])[CH:5]=[CH:4][C:3]=1[CH2:9][CH2:10][C:11]([O:13]CC)=O, predict the reaction product. (2) Given the reactants [OH:1][C:2]1[CH:7]=[CH:6][C:5]([N:8]([CH2:30][C:31]2[CH:35]=[CH:34][S:33][CH:32]=2)[CH:9]2[CH2:14][CH2:13][N:12]([C@H:15]([CH3:29])[CH2:16][CH2:17][NH:18][C:19]([C:21]3[C:22]([CH3:28])=[N:23][CH:24]=[N:25][C:26]=3[CH3:27])=[O:20])[CH2:11][CH2:10]2)=[CH:4][CH:3]=1.Br[CH2:37][C:38]([O:40][CH3:41])=[O:39].C([O-])([O-])=O.[K+].[K+], predict the reaction product. The product is: [CH3:41][O:40][C:38](=[O:39])[CH2:37][O:1][C:2]1[CH:3]=[CH:4][C:5]([N:8]([CH:9]2[CH2:10][CH2:11][N:12]([C@H:15]([CH3:29])[CH2:16][CH2:17][NH:18][C:19]([C:21]3[C:26]([CH3:27])=[N:25][CH:24]=[N:23][C:22]=3[CH3:28])=[O:20])[CH2:13][CH2:14]2)[CH2:30][C:31]2[CH:35]=[CH:34][S:33][CH:32]=2)=[CH:6][CH:7]=1. (3) The product is: [F:1][C:2]1[CH:3]=[C:4]([C:26]2([CH2:30][C:31]([OH:33])=[O:32])[CH2:27][O:28][CH2:29]2)[CH:5]=[CH:6][C:7]=1[O:8][CH2:9][C:10]1[CH:11]=[C:12]([C:16]2[CH:17]=[CH:18][C:19]([C:22]([F:25])([F:23])[F:24])=[CH:20][CH:21]=2)[CH:13]=[CH:14][CH:15]=1. Given the reactants [F:1][C:2]1[CH:3]=[C:4]([C:26]2([CH2:30][C:31]([O:33]CC)=[O:32])[CH2:29][O:28][CH2:27]2)[CH:5]=[CH:6][C:7]=1[O:8][CH2:9][C:10]1[CH:11]=[C:12]([C:16]2[CH:21]=[CH:20][C:19]([C:22]([F:25])([F:24])[F:23])=[CH:18][CH:17]=2)[CH:13]=[CH:14][CH:15]=1, predict the reaction product. (4) The product is: [C:1]([C:9]1[CH:10]=[CH:11][C:12]([C:13]([NH:38][C:36]2[S:37][C:33]3[CH:32]=[C:31]([O:30][CH3:29])[CH:40]=[CH:39][C:34]=3[N:35]=2)=[O:15])=[CH:16][CH:17]=1)(=[O:8])[C:2]1[CH:3]=[CH:4][CH:5]=[CH:6][CH:7]=1. Given the reactants [C:1]([C:9]1[CH:17]=[CH:16][C:12]([C:13]([OH:15])=O)=[CH:11][CH:10]=1)(=[O:8])[C:2]1[CH:7]=[CH:6][CH:5]=[CH:4][CH:3]=1.CN(C=O)C.C(Cl)(=O)C(Cl)=O.[CH3:29][O:30][C:31]1[CH:40]=[CH:39][C:34]2[N:35]=[C:36]([NH2:38])[S:37][C:33]=2[CH:32]=1, predict the reaction product. (5) Given the reactants [C:1]([C:5]1[CH:6]=[C:7]([N:35](C(C2C=NC(Cl)=CC=2)=O)[S:36]([CH3:39])(=[O:38])=[O:37])[C:8]([O:33][CH3:34])=[C:9]([NH:11][C:12]([C:14]2[S:18][C:17]3[C:19]([NH:23][C:24](=[O:32])[C:25]4[CH:30]=[CH:29][C:28](Cl)=[N:27][CH:26]=4)=[CH:20][CH:21]=[CH:22][C:16]=3[CH:15]=2)=[O:13])[CH:10]=1)([CH3:4])([CH3:3])[CH3:2].[CH:49]1([NH2:52])[CH2:51][CH2:50]1, predict the reaction product. The product is: [C:1]([C:5]1[CH:6]=[C:7]([NH:35][S:36]([CH3:39])(=[O:37])=[O:38])[C:8]([O:33][CH3:34])=[C:9]([NH:11][C:12]([C:14]2[S:18][C:17]3[C:19]([NH:23][C:24](=[O:32])[C:25]4[CH:30]=[CH:29][C:28]([NH:52][CH:49]5[CH2:51][CH2:50]5)=[N:27][CH:26]=4)=[CH:20][CH:21]=[CH:22][C:16]=3[CH:15]=2)=[O:13])[CH:10]=1)([CH3:2])([CH3:4])[CH3:3]. (6) Given the reactants [F:1][C:2]1[CH:33]=[CH:32][C:5]([C:6](/[N:8]=[C:9]2\[NH:10][C:11]3[CH:29]=[CH:28][C:27]([CH2:30]O)=[CH:26][C:12]=3[N:13]\2[C@H:14]2[CH2:19][CH2:18][C@@H:17]([C:20](=[O:25])[NH:21][CH:22]([CH3:24])[CH3:23])[CH2:16][CH2:15]2)=[O:7])=[CH:4][CH:3]=1.S(Cl)(Cl)=O.[NH:38]1[CH:42]=[N:41][CH:40]=[N:39]1.C(=O)([O-])[O-].[K+].[K+].[I-].[Na+], predict the reaction product. The product is: [N:38]1([CH2:30][C:27]2[CH:28]=[CH:29][C:11]3[NH:10]/[C:9](=[N:8]\[C:6](=[O:7])[C:5]4[CH:4]=[CH:3][C:2]([F:1])=[CH:33][CH:32]=4)/[N:13]([C@H:14]4[CH2:15][CH2:16][C@@H:17]([C:20](=[O:25])[NH:21][CH:22]([CH3:24])[CH3:23])[CH2:18][CH2:19]4)[C:12]=3[CH:26]=2)[CH:42]=[N:41][CH:40]=[N:39]1.